This data is from Catalyst prediction with 721,799 reactions and 888 catalyst types from USPTO. The task is: Predict which catalyst facilitates the given reaction. (1) Reactant: [F:1][C:2]1[C:3]([I:11])=[C:4]2[NH:10][N:9]=[CH:8][C:5]2=[N:6][CH:7]=1.C([O-])([O-])=O.[Cs+].[Cs+].Cl[CH2:19][C:20]([NH:22][C:23](=[O:29])[O:24][C:25]([CH3:28])([CH3:27])[CH3:26])=[O:21]. Product: [F:1][C:2]1[CH:7]=[N:6][C:5]2=[CH:8][N:9]([CH2:19][C:20]([NH:22][C:23](=[O:29])[O:24][C:25]([CH3:28])([CH3:27])[CH3:26])=[O:21])[N:10]=[C:4]2[C:3]=1[I:11]. The catalyst class is: 3. (2) Reactant: [OH:1][CH2:2][CH2:3][CH2:4][S:5][C:6]1[N:7]([CH2:21][C:22]2[C:31]3[C:26](=[CH:27][CH:28]=[CH:29][CH:30]=3)[CH:25]=[CH:24][CH:23]=2)[CH:8]=[C:9]2[C:14]([CH2:15][CH:16]([CH3:18])[CH3:17])=[N:13][N:12]([CH3:19])[C:11](=[O:20])[C:10]=12.ClC1C=C(C=CC=1)C(OO)=[O:37].C(=O)(O)[O-].[Na+].S(S([O-])=O)([O-])(=O)=O.[Na+].[Na+]. Product: [OH:1][CH2:2][CH2:3][CH2:4][S:5]([C:6]1[N:7]([CH2:21][C:22]2[C:31]3[C:26](=[CH:27][CH:28]=[CH:29][CH:30]=3)[CH:25]=[CH:24][CH:23]=2)[CH:8]=[C:9]2[C:14]([CH2:15][CH:16]([CH3:18])[CH3:17])=[N:13][N:12]([CH3:19])[C:11](=[O:20])[C:10]=12)=[O:37]. The catalyst class is: 4.